This data is from Forward reaction prediction with 1.9M reactions from USPTO patents (1976-2016). The task is: Predict the product of the given reaction. (1) Given the reactants [NH2:1][C@@H:2]([C@H:7]([OH:9])[CH3:8])[C:3]([O:5][CH3:6])=[O:4].C([O-])([O-])=O.[K+].[K+].[OH:16][C@@H:17]([CH3:31])[C:18]#[C:19][C:20]#[C:21][C:22]1[CH:30]=[CH:29][C:25]([C:26](O)=[O:27])=[CH:24][CH:23]=1.CCN(C(C)C)C(C)C.CN(C(ON1N=NC2C=CC=NC1=2)=[N+](C)C)C.F[P-](F)(F)(F)(F)F, predict the reaction product. The product is: [OH:9][C@H:7]([CH3:8])[C@H:2]([NH:1][C:26](=[O:27])[C:25]1[CH:29]=[CH:30][C:22]([C:21]#[C:20][C:19]#[C:18][C@@H:17]([OH:16])[CH3:31])=[CH:23][CH:24]=1)[C:3]([O:5][CH3:6])=[O:4]. (2) The product is: [CH3:32][N:30]1[CH:31]=[C:26]([C:9]2[CH:14]=[CH:13][N:12]=[C:11]([O:15][CH2:16][CH2:17][N:18]3[CH2:22][CH2:21][CH2:20][C:19]3=[O:23])[CH:10]=2)[C:27]2[O:36][C:35]([CH2:37][N:38]3[CH2:43][CH2:42][N:41]([S:44]([CH3:47])(=[O:46])=[O:45])[CH2:40][C@H:39]3[CH3:48])=[CH:34][C:28]=2[C:29]1=[O:33]. Given the reactants CC1(C)C(C)(C)OB([C:9]2[CH:14]=[CH:13][N:12]=[C:11]([O:15][CH2:16][CH2:17][N:18]3[CH2:22][CH2:21][CH2:20][C:19]3=[O:23])[CH:10]=2)O1.Br[C:26]1[C:27]2[O:36][C:35]([CH2:37][N:38]3[CH2:43][CH2:42][N:41]([S:44]([CH3:47])(=[O:46])=[O:45])[CH2:40][C@H:39]3[CH3:48])=[CH:34][C:28]=2[C:29](=[O:33])[N:30]([CH3:32])[CH:31]=1.C(=O)([O-])[O-].[K+].[K+], predict the reaction product. (3) Given the reactants [OH:1][C:2]1[CH:3]=[C:4]([CH:10]=[CH:11][C:12]=1[OH:13])[C:5]([O:7][CH2:8][CH3:9])=[O:6].C([O-])([O-])=O.[K+].[K+].[CH2:20](Br)[C:21]1[CH:26]=[CH:25][CH:24]=[CH:23][CH:22]=1, predict the reaction product. The product is: [CH2:8]([O:7][C:5](=[O:6])[C:4]1[CH:10]=[CH:11][C:12]([O:13][CH2:20][C:21]2[CH:26]=[CH:25][CH:24]=[CH:23][CH:22]=2)=[C:2]([O:1][CH2:5][C:4]2[CH:10]=[CH:11][CH:12]=[CH:2][CH:3]=2)[CH:3]=1)[CH3:9]. (4) Given the reactants [Cl:1][C:2]1[N:7]=[CH:6][N:5]=[C:4]([C:8]2[N:9](C([O-])=O)[C:10]3[C:15]([CH:16]=2)=[CH:14][CH:13]=[CH:12][CH:11]=3)[CH:3]=1, predict the reaction product. The product is: [Cl:1][C:2]1[N:7]=[CH:6][N:5]=[C:4]([C:8]2[NH:9][C:10]3[C:15]([CH:16]=2)=[CH:14][CH:13]=[CH:12][CH:11]=3)[CH:3]=1. (5) Given the reactants [N+:1]([C:4]1[CH:11]=[CH:10][C:7]([CH2:8]Br)=[CH:6][CH:5]=1)([O-:3])=[O:2].C1(P(C2C=CC=CC=2)C2C=CC=CC=2)C=CC=CC=1.[O-]CCCC.[K+].[CH:37]([C:39]1[N:40]=[C:41]([NH:44][C:45](=[O:47])[CH3:46])[S:42][CH:43]=1)=O, predict the reaction product. The product is: [N+:1]([C:4]1[CH:11]=[CH:10][C:7](/[CH:8]=[CH:37]/[C:39]2[N:40]=[C:41]([NH:44][C:45](=[O:47])[CH3:46])[S:42][CH:43]=2)=[CH:6][CH:5]=1)([O-:3])=[O:2]. (6) Given the reactants [Cl:1][C:2]1[CH:3]=[N:4][C:5]([N:8]2[CH2:13][CH2:12][CH:11]([C@H:14]3[CH2:16][C@H:15]3[CH2:17][CH2:18][O:19][C:20]3[CH:25]=[CH:24][C:23]([CH2:26][C:27]([O:29]C)=[O:28])=[C:22]([F:31])[CH:21]=3)[CH2:10][CH2:9]2)=[N:6][CH:7]=1.CO.[OH-].[Li+].Cl, predict the reaction product. The product is: [Cl:1][C:2]1[CH:3]=[N:4][C:5]([N:8]2[CH2:9][CH2:10][CH:11]([C@H:14]3[CH2:16][C@H:15]3[CH2:17][CH2:18][O:19][C:20]3[CH:25]=[CH:24][C:23]([CH2:26][C:27]([OH:29])=[O:28])=[C:22]([F:31])[CH:21]=3)[CH2:12][CH2:13]2)=[N:6][CH:7]=1. (7) Given the reactants [C:1]([O:5][C:6]([N:8]1[C:16]2[C:11](=[CH:12][CH:13]=[CH:14][CH:15]=2)[C:10]([CH2:17][C:18]#[N:19])=[CH:9]1)=[O:7])([CH3:4])([CH3:3])[CH3:2].[Li+].[CH3:21][Si]([N-][Si](C)(C)C)(C)C.IC, predict the reaction product. The product is: [C:1]([O:5][C:6]([N:8]1[C:16]2[C:11](=[CH:12][CH:13]=[CH:14][CH:15]=2)[C:10]([CH:17]([CH3:21])[C:18]#[N:19])=[CH:9]1)=[O:7])([CH3:4])([CH3:3])[CH3:2].